This data is from Full USPTO retrosynthesis dataset with 1.9M reactions from patents (1976-2016). The task is: Predict the reactants needed to synthesize the given product. (1) Given the product [CH3:42][O:41][C:39]([C:36]1[CH:37]=[CH:38][C:33]([C:20]2[C:21]([CH3:32])([CH3:31])[C@H:22]3[C@:17]([CH3:43])([CH2:18][CH:19]=2)[C@@H:16]2[C@:25]([CH3:30])([C@@:26]4([CH3:29])[C@H:13]([CH2:14][CH2:15]2)[C@H:12]2[C@H:44]([C:47]([CH3:49])=[CH2:48])[CH2:45][CH2:46][C@:11]2([C:9]([OH:10])=[O:8])[CH2:28][CH2:27]4)[CH2:24][CH2:23]3)=[CH:34][CH:35]=1)=[O:40], predict the reactants needed to synthesize it. The reactants are: [Si]([O:8][C:9]([C@:11]12[CH2:46][CH2:45][C@@H:44]([C:47]([CH3:49])=[CH2:48])[C@@H:12]1[C@@H:13]1[C@@:26]([CH3:29])([CH2:27][CH2:28]2)[C@@:25]2([CH3:30])[C@@H:16]([C@:17]3([CH3:43])[C@@H:22]([CH2:23][CH2:24]2)[C:21]([CH3:32])([CH3:31])[C:20]([C:33]2[CH:38]=[CH:37][C:36]([C:39]([O:41][CH3:42])=[O:40])=[CH:35][CH:34]=2)=[CH:19][CH2:18]3)[CH2:15][CH2:14]1)=[O:10])(C(C)(C)C)(C)C.CCCC[N+](CCCC)(CCCC)CCCC.[F-]. (2) Given the product [F:1][C:2]([F:11])([F:12])[C:3]1[CH:4]=[C:5]2[C:6](=[CH:7][CH:8]=1)[NH:9][C:14](=[O:15])[C:13](=[O:19])[NH:10]2, predict the reactants needed to synthesize it. The reactants are: [F:1][C:2]([F:12])([F:11])[C:3]1[CH:4]=[C:5]([NH2:10])[C:6]([NH2:9])=[CH:7][CH:8]=1.[C:13](OCC)(=[O:19])[C:14](OCC)=[O:15]. (3) Given the product [ClH:1].[CH3:19][C:20]1[CH:24]=[C:23]([CH3:25])[N:22]([C:2]2[N:11]=[C:10]([NH:13][CH:14]([CH2:17][CH3:18])[CH2:15][CH3:16])[C:9]3[C:4](=[CH:5][CH:6]=[CH:7][CH:8]=3)[N:3]=2)[N:21]=1, predict the reactants needed to synthesize it. The reactants are: [Cl:1][C:2]1[N:11]=[C:10](Cl)[C:9]2[C:4](=[CH:5][CH:6]=[CH:7][CH:8]=2)[N:3]=1.[NH2:13][CH:14]([CH2:17][CH3:18])[CH2:15][CH3:16].[CH3:19][C:20]1[CH:24]=[C:23]([CH3:25])[NH:22][N:21]=1. (4) Given the product [Cl:1][C:2]1[CH:7]=[CH:6][C:5]([C@@:8]2([CH3:36])[C@:12]([C:14]3[CH:15]=[CH:16][C:17]([Cl:20])=[CH:18][CH:19]=3)([CH3:13])[N:11]([C:21]([N:49]3[CH2:48][CH2:47][N:46]([CH2:45][CH2:44][CH2:43][S:40]([CH3:39])(=[O:41])=[O:42])[CH2:51][CH2:50]3)=[O:22])[C:10]([C:24]3[CH:29]=[C:28]([CH:30]4[CH2:32][CH2:31]4)[CH:27]=[CH:26][C:25]=3[O:33][CH2:34][CH3:35])=[N:9]2)=[CH:4][CH:3]=1, predict the reactants needed to synthesize it. The reactants are: [Cl:1][C:2]1[CH:7]=[CH:6][C:5]([C:8]2([CH3:36])[C:12]([C:14]3[CH:19]=[CH:18][C:17]([Cl:20])=[CH:16][CH:15]=3)([CH3:13])[N:11]([C:21](Cl)=[O:22])[C:10]([C:24]3[CH:29]=[C:28]([CH:30]4[CH2:32][CH2:31]4)[CH:27]=[CH:26][C:25]=3[O:33][CH2:34][CH3:35])=[N:9]2)=[CH:4][CH:3]=1.Cl.Cl.[CH3:39][S:40]([CH2:43][CH2:44][CH2:45][N:46]1[CH2:51][CH2:50][NH:49][CH2:48][CH2:47]1)(=[O:42])=[O:41]. (5) Given the product [NH3:7].[O:1]1[CH2:6][CH2:5][CH2:4][CH2:3][CH:2]1[N:7]1[CH:15]=[N:14][C:13]2[C:8]1=[N:9][CH:10]=[N:11][C:12]=2[C:16]1[CH:17]=[CH:18][C:19]([CH2:22][CH2:23][NH2:24])=[CH:20][CH:21]=1, predict the reactants needed to synthesize it. The reactants are: [O:1]1[CH2:6][CH2:5][CH2:4][CH2:3][CH:2]1[N:7]1[CH:15]=[N:14][C:13]2[C:8]1=[N:9][CH:10]=[N:11][C:12]=2[C:16]1[CH:21]=[CH:20][C:19]([CH2:22][C:23]#[N:24])=[CH:18][CH:17]=1.O.NN. (6) Given the product [C:1]([O:5][C:6]([NH:8][C@@:9]1([C:23]([O:25][C:26]([CH3:29])([CH3:28])[CH3:27])=[O:24])[C:14](=[CH:35][N:36]([CH3:38])[CH3:37])[C:13](=[O:15])[C@@H:12]2[C@H:10]1[C@H:11]2[C:16]([O:18][C:19]([CH3:20])([CH3:22])[CH3:21])=[O:17])=[O:7])([CH3:4])([CH3:2])[CH3:3], predict the reactants needed to synthesize it. The reactants are: [C:1]([O:5][C:6]([NH:8][C@@:9]1([C:23]([O:25][C:26]([CH3:29])([CH3:28])[CH3:27])=[O:24])[CH2:14][C:13](=[O:15])[C@@H:12]2[C@H:10]1[C@H:11]2[C:16]([O:18][C:19]([CH3:22])([CH3:21])[CH3:20])=[O:17])=[O:7])([CH3:4])([CH3:3])[CH3:2].C(O[CH:35](N(C)C)[N:36]([CH3:38])[CH3:37])(C)(C)C.C(OCC)C.CCCCCC.